This data is from Reaction yield outcomes from USPTO patents with 853,638 reactions. The task is: Predict the reaction yield, written as a fraction of the theoretical maximum amount of product (1.0 means a 100% yield; for example, 0.34 means a 34% yield). (1) The reactants are C(N(CC)CC)C.[F:8][C:9]([F:25])([F:24])[C:10]1[CH:11]=[C:12]([CH:20]([NH:22][CH3:23])[CH3:21])[CH:13]=[C:14]([C:16]([F:19])([F:18])[F:17])[CH:15]=1.ClC(Cl)(O[C:30](=[O:36])OC(Cl)(Cl)Cl)Cl.[C:38]([O:42][C:43](=[O:57])[NH:44][C@@:45]12[CH2:50][CH:49]1[CH2:48][NH:47][C@H:46]2[C:51]1[CH:56]=[CH:55][CH:54]=[CH:53][CH:52]=1)([CH3:41])([CH3:40])[CH3:39].C(N(C(C)C)CC)(C)C. The catalyst is C(Cl)Cl.C(#N)C. The product is [C:38]([O:42][C:43](=[O:57])[NH:44][C@@:45]12[CH2:50][CH:49]1[CH2:48][N:47]([C:30](=[O:36])[N:22]([C@H:20]([C:12]1[CH:13]=[C:14]([C:16]([F:17])([F:18])[F:19])[CH:15]=[C:10]([C:9]([F:8])([F:24])[F:25])[CH:11]=1)[CH3:21])[CH3:23])[C@H:46]2[C:51]1[CH:52]=[CH:53][CH:54]=[CH:55][CH:56]=1)([CH3:41])([CH3:39])[CH3:40]. The yield is 1.00. (2) The reactants are [CH3:1][O:2][C:3]([C:5]1[O:6][C:7]([C:10]2[CH:15]=[CH:14][CH:13]=[C:12]([NH2:16])[C:11]=2[OH:17])=[CH:8][CH:9]=1)=[O:4].[N:18]([O-])=O.[Na+].[CH2:22]1[C:30]2[C:25](=[CH:26][C:27]([N:31]3[C:35](=[O:36])[CH2:34][C:33]([CH3:37])=[N:32]3)=[CH:28][CH:29]=2)[CH2:24][CH2:23]1.C(=O)(O)[O-].[Na+]. The catalyst is Cl. The product is [CH3:1][O:2][C:3]([C:5]1[O:6][C:7]([C:10]2[CH:15]=[CH:14][CH:13]=[C:12]([NH:16][N:18]=[C:34]3[C:35](=[O:36])[N:31]([C:27]4[CH:26]=[C:25]5[C:30](=[CH:29][CH:28]=4)[CH2:22][CH2:23][CH2:24]5)[N:32]=[C:33]3[CH3:37])[C:11]=2[OH:17])=[CH:8][CH:9]=1)=[O:4]. The yield is 0.703.